The task is: Predict which catalyst facilitates the given reaction.. This data is from Catalyst prediction with 721,799 reactions and 888 catalyst types from USPTO. (1) Reactant: O[CH2:2][CH2:3][CH2:4][C:5]([C:14]1[CH:19]=[CH:18][C:17]([OH:20])=[CH:16][CH:15]=1)([C:7]1[CH:12]=[CH:11][C:10]([OH:13])=[CH:9][CH:8]=1)[CH3:6].C(Br)(Br)(Br)[Br:22].C1(P(C2C=CC=CC=2)C2C=CC=CC=2)C=CC=CC=1. Product: [Br:22][CH2:2][CH2:3][CH2:4][C:5]([C:14]1[CH:19]=[CH:18][C:17]([OH:20])=[CH:16][CH:15]=1)([C:7]1[CH:12]=[CH:11][C:10]([OH:13])=[CH:9][CH:8]=1)[CH3:6]. The catalyst class is: 7. (2) Reactant: [Br:1][C:2]1[CH:3]=[C:4]([O:10][CH3:11])[C:5]([NH:8][NH2:9])=[N:6][CH:7]=1.[CH3:12][C:13](OC(C)=O)=[O:14]. Product: [Br:1][C:2]1[CH:3]=[C:4]([O:10][CH3:11])[C:5]([NH:8][NH:9][C:13](=[O:14])[CH3:12])=[N:6][CH:7]=1. The catalyst class is: 12.